This data is from NCI-60 drug combinations with 297,098 pairs across 59 cell lines. The task is: Regression. Given two drug SMILES strings and cell line genomic features, predict the synergy score measuring deviation from expected non-interaction effect. (1) Drug 1: CC1=CC=C(C=C1)C2=CC(=NN2C3=CC=C(C=C3)S(=O)(=O)N)C(F)(F)F. Drug 2: CCN(CC)CCCC(C)NC1=C2C=C(C=CC2=NC3=C1C=CC(=C3)Cl)OC. Cell line: COLO 205. Synergy scores: CSS=51.3, Synergy_ZIP=2.33, Synergy_Bliss=4.49, Synergy_Loewe=-3.36, Synergy_HSA=3.08. (2) Drug 1: CNC(=O)C1=NC=CC(=C1)OC2=CC=C(C=C2)NC(=O)NC3=CC(=C(C=C3)Cl)C(F)(F)F. Drug 2: C#CCC(CC1=CN=C2C(=N1)C(=NC(=N2)N)N)C3=CC=C(C=C3)C(=O)NC(CCC(=O)O)C(=O)O. Cell line: SW-620. Synergy scores: CSS=-18.7, Synergy_ZIP=10.1, Synergy_Bliss=1.75, Synergy_Loewe=-17.5, Synergy_HSA=-18.4. (3) Drug 1: C1=NNC2=C1C(=O)NC=N2. Drug 2: CC1C(C(CC(O1)OC2CC(CC3=C2C(=C4C(=C3O)C(=O)C5=C(C4=O)C(=CC=C5)OC)O)(C(=O)CO)O)N)O.Cl. Cell line: MOLT-4. Synergy scores: CSS=48.0, Synergy_ZIP=6.24, Synergy_Bliss=5.27, Synergy_Loewe=-26.9, Synergy_HSA=4.46. (4) Drug 1: C(CCl)NC(=O)N(CCCl)N=O. Drug 2: B(C(CC(C)C)NC(=O)C(CC1=CC=CC=C1)NC(=O)C2=NC=CN=C2)(O)O. Cell line: SF-539. Synergy scores: CSS=41.5, Synergy_ZIP=-7.63, Synergy_Bliss=-10.8, Synergy_Loewe=-30.0, Synergy_HSA=-15.2. (5) Drug 2: C1=CC=C(C(=C1)C(C2=CC=C(C=C2)Cl)C(Cl)Cl)Cl. Drug 1: CS(=O)(=O)C1=CC(=C(C=C1)C(=O)NC2=CC(=C(C=C2)Cl)C3=CC=CC=N3)Cl. Cell line: NCI-H522. Synergy scores: CSS=12.6, Synergy_ZIP=0.893, Synergy_Bliss=7.73, Synergy_Loewe=7.08, Synergy_HSA=7.10. (6) Drug 1: C1=CC=C(C=C1)NC(=O)CCCCCCC(=O)NO. Drug 2: CC1C(C(CC(O1)OC2CC(OC(C2O)C)OC3=CC4=CC5=C(C(=O)C(C(C5)C(C(=O)C(C(C)O)O)OC)OC6CC(C(C(O6)C)O)OC7CC(C(C(O7)C)O)OC8CC(C(C(O8)C)O)(C)O)C(=C4C(=C3C)O)O)O)O. Synergy scores: CSS=29.4, Synergy_ZIP=-0.373, Synergy_Bliss=-0.137, Synergy_Loewe=-4.20, Synergy_HSA=-1.27. Cell line: NCI-H226. (7) Drug 1: C1=CC(=CC=C1C#N)C(C2=CC=C(C=C2)C#N)N3C=NC=N3. Drug 2: CC1CCC2CC(C(=CC=CC=CC(CC(C(=O)C(C(C(=CC(C(=O)CC(OC(=O)C3CCCCN3C(=O)C(=O)C1(O2)O)C(C)CC4CCC(C(C4)OC)OCCO)C)C)O)OC)C)C)C)OC. Cell line: SK-MEL-5. Synergy scores: CSS=-4.48, Synergy_ZIP=0.457, Synergy_Bliss=-3.74, Synergy_Loewe=-3.62, Synergy_HSA=-4.85.